Dataset: Full USPTO retrosynthesis dataset with 1.9M reactions from patents (1976-2016). Task: Predict the reactants needed to synthesize the given product. (1) Given the product [OH:16][C:7]1([C:2]2[CH:3]=[CH:4][CH:5]=[CH:6][N:1]=2)[N:17]([C:19]2[CH:24]=[N:23][C:22]([O:25][CH3:26])=[CH:21][CH:20]=2)[N:18]=[C:9]([C:10]([O:12][CH2:13][CH3:14])=[O:11])[CH2:8]1, predict the reactants needed to synthesize it. The reactants are: [N:1]1[CH:6]=[CH:5][CH:4]=[CH:3][C:2]=1[C:7](=[O:16])[CH2:8][C:9](=O)[C:10]([O:12][CH2:13][CH3:14])=[O:11].[NH:17]([C:19]1[CH:20]=[CH:21][C:22]([O:25][CH3:26])=[N:23][CH:24]=1)[NH2:18]. (2) Given the product [CH3:15][C@H:10]1[O:11][C@@H:12]([CH3:14])[CH2:13][N:8]([C:5]2[N:6]=[CH:7][C:2]([C:20]3[CH:19]=[N:18][CH:23]=[CH:22][CH:21]=3)=[CH:3][C:4]=2[CH:16]=[O:17])[CH2:9]1, predict the reactants needed to synthesize it. The reactants are: Br[C:2]1[CH:3]=[C:4]([CH:16]=[O:17])[C:5]([N:8]2[CH2:13][C@@H:12]([CH3:14])[O:11][C@@H:10]([CH3:15])[CH2:9]2)=[N:6][CH:7]=1.[N:18]1[CH:23]=[CH:22][CH:21]=[C:20](B(O)O)[CH:19]=1. (3) Given the product [NH2:35][C:2]1[N:7]=[C:6]([C:8]2[S:12][C:11]([C:13]([CH3:16])([CH3:15])[CH3:14])=[N:10][C:9]=2[C:17]2[CH:18]=[C:19]([NH:23][S:24]([C:27]3[CH:32]=[C:31]([F:33])[CH:30]=[CH:29][C:28]=3[F:34])(=[O:26])=[O:25])[CH:20]=[CH:21][CH:22]=2)[CH:5]=[CH:4][N:3]=1, predict the reactants needed to synthesize it. The reactants are: Cl[C:2]1[N:7]=[C:6]([C:8]2[S:12][C:11]([C:13]([CH3:16])([CH3:15])[CH3:14])=[N:10][C:9]=2[C:17]2[CH:18]=[C:19]([NH:23][S:24]([C:27]3[CH:32]=[C:31]([F:33])[CH:30]=[CH:29][C:28]=3[F:34])(=[O:26])=[O:25])[CH:20]=[CH:21][CH:22]=2)[CH:5]=[CH:4][N:3]=1.[NH3:35].C(O)(C)C. (4) Given the product [CH3:1][O:2][C:3]1[CH:8]=[CH:7][CH:6]=[CH:5][C:4]=1[CH2:9][CH:10]=[O:11].[CH3:25][N:26]([CH3:28])[CH:27]=[C:20]([C:15]1[CH:16]=[CH:17][CH:18]=[CH:19][C:14]=1[O:13][CH3:12])[CH:21]=[O:22], predict the reactants needed to synthesize it. The reactants are: [CH3:1][O:2][C:3]1[CH:8]=[CH:7][CH:6]=[CH:5][C:4]=1[CH2:9][CH2:10][OH:11].[CH3:12][O:13][C:14]1[CH:19]=[CH:18][CH:17]=[CH:16][C:15]=1[CH2:20][CH:21]=[O:22].CO[CH:25](OC)[N:26]([CH3:28])[CH3:27]. (5) Given the product [NH2:20][CH2:3][C:4]1[CH:5]=[C:6]([NH:12][C:13]([C:15]2[S:16][CH:17]=[CH:18][CH:19]=2)=[NH:14])[CH:7]=[CH:8][C:9]=1[O:10][CH3:11], predict the reactants needed to synthesize it. The reactants are: Cl.Cl[CH2:3][C:4]1[CH:5]=[C:6]([NH:12][C:13]([C:15]2[S:16][CH:17]=[CH:18][CH:19]=2)=[NH:14])[CH:7]=[CH:8][C:9]=1[O:10][CH3:11].[NH3:20]. (6) Given the product [ClH:38].[NH2:12][CH2:11][CH2:10][CH2:9][C:8]([N:33]([CH3:37])[C:34](=[O:36])[CH3:35])([CH2:20][CH2:21][CH2:22][CH2:23][B:24]1[O:25][C:26]([CH3:31])([CH3:32])[C:27]([CH3:29])([CH3:30])[O:28]1)[C:6]([O:41][CH2:39][CH3:40])=[O:7], predict the reactants needed to synthesize it. The reactants are: C(N[C:6]([C:8]([N:33]([CH3:37])[C:34](=[O:36])[CH3:35])([CH2:20][CH2:21][CH2:22][CH2:23][B:24]1[O:28][C:27]([CH3:30])([CH3:29])[C:26]([CH3:32])([CH3:31])[O:25]1)[CH2:9][CH2:10][CH2:11][NH:12]C(=O)OC(C)(C)C)=[O:7])(C)(C)C.[ClH:38].[C:39](OCC)(=[O:41])[CH3:40]. (7) The reactants are: [N+](C1C=CC(/C(=C\C2C=CC(O)=C(OC)C=2)/C([O-])=O)=CC=1)([O-])=O.[N+](C1C=CC(CC([O-])=O)=CC=1)([O-])=O.C(O)C(N)(CO)CO.Cl.[N+:46]([C:49]1[CH:54]=[CH:53][C:52]([O-:55])=[CH:51][CH:50]=1)([O-:48])=[O:47]. Given the product [CH:50]1[C:49]([N+:46]([O-:48])=[O:47])=[CH:54][CH:53]=[C:52]([OH:55])[CH:51]=1, predict the reactants needed to synthesize it. (8) Given the product [F:12][C:11]1[C:2]([N:17]2[CH2:16][CH2:15][N:14]([C:20]([O:22][C:23]([CH3:26])([CH3:25])[CH3:24])=[O:21])[CH2:19][CH2:18]2)=[C:3]2[C:8](=[CH:9][CH:10]=1)[N:7]=[C:6]([CH3:13])[CH:5]=[CH:4]2, predict the reactants needed to synthesize it. The reactants are: Br[C:2]1[C:11]([F:12])=[CH:10][CH:9]=[C:8]2[C:3]=1[CH:4]=[CH:5][C:6]([CH3:13])=[N:7]2.[N:14]1([C:20]([O:22][C:23]([CH3:26])([CH3:25])[CH3:24])=[O:21])[CH2:19][CH2:18][NH:17][CH2:16][CH2:15]1.C1(P(C2C(P(C3C=CC=CC=3)C3C=CC=CC=3)=C(C3C4C(=CC=CC=4)C=CC=3)C3C(C=2)=CC=CC=3)C2C=CC=CC=2)C=CC=CC=1.C(=O)([O-])[O-].[Cs+].[Cs+]. (9) Given the product [Cl:17][C:18]1[CH:19]=[CH:20][C:21]([C:24]2[CH:25]=[CH:26][C:27]([C:30]#[C:31][C:2]3[CH:16]=[CH:15][C:5]([O:6][CH:7]4[CH2:12][CH2:11][CH2:10][N:9]([CH2:13][CH3:14])[CH2:8]4)=[CH:4][CH:3]=3)=[N:28][CH:29]=2)=[CH:22][CH:23]=1, predict the reactants needed to synthesize it. The reactants are: Br[C:2]1[CH:16]=[CH:15][C:5]([O:6][CH:7]2[CH2:12][CH2:11][CH2:10][N:9]([CH2:13][CH3:14])[CH2:8]2)=[CH:4][CH:3]=1.[Cl:17][C:18]1[CH:23]=[CH:22][C:21]([C:24]2[CH:25]=[CH:26][C:27]([C:30]#[CH:31])=[N:28][CH:29]=2)=[CH:20][CH:19]=1. (10) Given the product [CH2:1]([NH:8][C:9]([N:22]1[CH2:23][CH2:24][C:25]2[C:17]([C:11]3[CH:16]=[CH:15][CH:14]=[CH:13][CH:12]=3)([C:27]3[CH:32]=[CH:31][CH:30]=[CH:29][CH:28]=3)[O:18][C:19](=[O:26])[C:20]=2[CH2:21]1)=[O:10])[C:2]1[CH:7]=[CH:6][CH:5]=[CH:4][CH:3]=1, predict the reactants needed to synthesize it. The reactants are: [CH2:1]([N:8]=[C:9]=[O:10])[C:2]1[CH:7]=[CH:6][CH:5]=[CH:4][CH:3]=1.[C:11]1([C:17]2([C:27]3[CH:32]=[CH:31][CH:30]=[CH:29][CH:28]=3)[C:25]3[CH2:24][CH2:23][NH:22][CH2:21][C:20]=3[C:19](=[O:26])[O:18]2)[CH:16]=[CH:15][CH:14]=[CH:13][CH:12]=1.